Dataset: Forward reaction prediction with 1.9M reactions from USPTO patents (1976-2016). Task: Predict the product of the given reaction. (1) Given the reactants [Cl:1][C:2]1[CH:7]=[CH:6][CH:5]=[CH:4][C:3]=1[CH:8]=[CH:9][O:10]C.Cl.C(=O)(O)[O-].[Na+], predict the reaction product. The product is: [Cl:1][C:2]1[CH:7]=[CH:6][CH:5]=[CH:4][C:3]=1[CH2:8][CH:9]=[O:10]. (2) Given the reactants CS(O[CH2:6][CH2:7][CH2:8][NH:9][C:10]([NH:12][C:13]1[CH:18]=[CH:17][C:16]([C:19]([CH3:22])([CH3:21])[CH3:20])=[CH:15][CH:14]=1)=[O:11])(=O)=O.C(N(CC)C(C)C)(C)C.[CH3:32][O:33][C:34]1[CH:63]=[C:62]([O:64][CH3:65])[CH:61]=[CH:60][C:35]=1[CH2:36][NH:37][C:38]1[C:39]2[CH:46]=[CH:45][N:44]([C@H:47]3[C@H:54]4[C@H:50]([O:51][C:52]([CH3:56])([CH3:55])[O:53]4)[C@@H:49]([CH2:57][NH:58][CH3:59])[O:48]3)[C:40]=2[N:41]=[CH:42][N:43]=1.C(#N)C.S([O-])(=O)(=O)C, predict the reaction product. The product is: [C:19]([C:16]1[CH:17]=[CH:18][C:13]([NH:12][C:10]([NH:9][CH2:8][CH2:7][CH2:6][N:58]([CH2:57][C@@H:49]2[C@@H:50]3[C@@H:54]([O:53][C:52]([CH3:56])([CH3:55])[O:51]3)[C@H:47]([N:44]3[C:40]4[N:41]=[CH:42][N:43]=[C:38]([NH:37][CH2:36][C:35]5[CH:60]=[CH:61][C:62]([O:64][CH3:65])=[CH:63][C:34]=5[O:33][CH3:32])[C:39]=4[CH:46]=[CH:45]3)[O:48]2)[CH3:59])=[O:11])=[CH:14][CH:15]=1)([CH3:22])([CH3:21])[CH3:20]. (3) Given the reactants [Cl:1][C:2]1[CH:3]=[C:4]2[C:10]([C:11]3[N:16]=[C:15]([NH:17][CH2:18][C@@H:19]4[CH2:24][CH2:23][CH2:22][NH:21][CH2:20]4)[C:14]([F:25])=[CH:13][N:12]=3)=[CH:9][NH:8][C:5]2=[N:6][CH:7]=1.[C:26]([N:30]=[C:31]=[O:32])([CH3:29])([CH3:28])[CH3:27], predict the reaction product. The product is: [C:26]([NH:30][C:31]([N:21]1[CH2:22][CH2:23][CH2:24][C@@H:19]([CH2:18][NH:17][C:15]2[C:14]([F:25])=[CH:13][N:12]=[C:11]([C:10]3[C:4]4[C:5](=[N:6][CH:7]=[C:2]([Cl:1])[CH:3]=4)[NH:8][CH:9]=3)[N:16]=2)[CH2:20]1)=[O:32])([CH3:29])([CH3:28])[CH3:27]. (4) The product is: [F:18][C:19]([F:21])([F:20])[C:4](=[O:17])[C:5]([F:15])([F:16])[CH2:6][CH2:7][CH2:8][C:9]1[CH:10]=[CH:11][CH:12]=[CH:13][CH:14]=1. Given the reactants C(O[C:4](=[O:17])[C:5]([F:16])([F:15])[CH2:6][CH2:7][CH2:8][C:9]1[CH:14]=[CH:13][CH:12]=[CH:11][CH:10]=1)C.[F:18][C:19]([Si](C)(C)C)([F:21])[F:20].[F-].[Cs+].Cl, predict the reaction product. (5) Given the reactants [Cl:1][C:2]1[N:3]=[C:4]([N:14]2[CH2:19][CH2:18][O:17][CH2:16][CH2:15]2)[C:5]2[S:10][C:9]([CH2:11][NH:12][CH3:13])=[CH:8][C:6]=2[N:7]=1.[F:20][C:21]1[CH:28]=[C:27]([F:29])[CH:26]=[CH:25][C:22]=1[CH:23]=O, predict the reaction product. The product is: [Cl:1][C:2]1[N:3]=[C:4]([N:14]2[CH2:19][CH2:18][O:17][CH2:16][CH2:15]2)[C:5]2[S:10][C:9]([CH2:11][NH:12][CH2:13][CH2:23][C:22]3[CH:25]=[CH:26][C:27]([F:29])=[CH:28][C:21]=3[F:20])=[CH:8][C:6]=2[N:7]=1. (6) Given the reactants [C:1]1([CH3:10])[CH:6]=[CH:5][CH:4]=[C:3]([CH2:7][CH2:8][NH2:9])[CH:2]=1.[CH:11]1([CH:14]=O)[CH2:13][CH2:12]1, predict the reaction product. The product is: [CH:11]1([CH2:14][NH:9][CH2:8][CH2:7][C:3]2[CH:2]=[C:1]([CH3:10])[CH:6]=[CH:5][CH:4]=2)[CH2:13][CH2:12]1. (7) Given the reactants [ClH:1].[C:2]([C:6]1[CH:11]=[CH:10][C:9]([C:12]2[CH:13]=[C:14]3[C:18](=[CH:19][CH:20]=2)[N:17]([C:21]2[CH:26]=[CH:25][C:24]([O:27][CH:28]([CH3:30])[CH3:29])=[CH:23][CH:22]=2)[C:16]([C:31]([OH:33])=[O:32])=[C:15]3[CH2:34][N:35]([CH2:37][C:38]([O:40]CC)=[O:39])[CH3:36])=[CH:8][CH:7]=1)([CH3:5])([CH3:4])[CH3:3], predict the reaction product. The product is: [Cl-:1].[C:2]([C:6]1[CH:7]=[CH:8][C:9]([C:12]2[CH:13]=[C:14]3[C:18](=[CH:19][CH:20]=2)[N:17]([C:21]2[CH:26]=[CH:25][C:24]([O:27][CH:28]([CH3:30])[CH3:29])=[CH:23][CH:22]=2)[C:16]([C:31]([OH:33])=[O:32])=[C:15]3[CH2:34][NH+:35]([CH2:37][C:38]([OH:40])=[O:39])[CH3:36])=[CH:10][CH:11]=1)([CH3:4])([CH3:5])[CH3:3].